This data is from Reaction yield outcomes from USPTO patents with 853,638 reactions. The task is: Predict the reaction yield, written as a fraction of the theoretical maximum amount of product (1.0 means a 100% yield; for example, 0.34 means a 34% yield). (1) The reactants are [F:1][C:2]1[CH:7]=[CH:6][C:5]([C:8]2[C:16]3[C:11](=[CH:12][CH:13]=[C:14]([C:17]([OH:19])=[O:18])[CH:15]=3)[NH:10][N:9]=2)=[CH:4][CH:3]=1.[C:20](O)(=[O:22])[CH3:21].C(OC(=O)C)(=O)C. The catalyst is O. The product is [C:20]([N:10]1[C:11]2[C:16](=[CH:15][C:14]([C:17]([OH:19])=[O:18])=[CH:13][CH:12]=2)[C:8]([C:5]2[CH:4]=[CH:3][C:2]([F:1])=[CH:7][CH:6]=2)=[N:9]1)(=[O:22])[CH3:21]. The yield is 1.00. (2) The reactants are O1CCCC1.C[Si](C)(C)[C:8]([F:11])([F:10])[F:9].[O:14]1[CH2:19][CH2:18][CH2:17][C:16](=[O:20])[CH2:15]1.Cl. The catalyst is O.CCOC(C)=O.CCCC[N+](CCCC)(CCCC)CCCC.[F-]. The product is [F:9][C:8]([F:11])([F:10])[C:16]1([OH:20])[CH2:17][CH2:18][CH2:19][O:14][CH2:15]1. The yield is 0.471.